This data is from Full USPTO retrosynthesis dataset with 1.9M reactions from patents (1976-2016). The task is: Predict the reactants needed to synthesize the given product. (1) Given the product [CH3:17][C:15]1[CH:16]=[C:11]([C:8]2[S:7][C:6]([C:2]3([NH:1][C:36](=[O:38])[CH3:37])[CH2:3][CH2:4][CH2:5]3)=[N:10][CH:9]=2)[CH:12]=[C:13]([NH:18][C:19]2[N:24]=[C:23]([C:25]([F:27])([F:28])[F:26])[CH:22]=[CH:21][N:20]=2)[CH:14]=1, predict the reactants needed to synthesize it. The reactants are: [NH2:1][C:2]1([C:6]2[S:7][C:8]([C:11]3[CH:12]=[C:13]([NH:18][C:19]4[N:24]=[C:23]([C:25]([F:28])([F:27])[F:26])[CH:22]=[CH:21][N:20]=4)[CH:14]=[C:15]([CH3:17])[CH:16]=3)=[CH:9][N:10]=2)[CH2:5][CH2:4][CH2:3]1.CCN(CC)CC.[C:36](Cl)(=[O:38])[CH3:37]. (2) Given the product [NH2:1][C:2]12[CH2:7][CH2:6][C:5]([C:10]([O:12][CH2:13][CH3:14])=[O:11])([CH2:8][CH2:9]1)[CH:4]([OH:15])[CH2:3]2, predict the reactants needed to synthesize it. The reactants are: [NH2:1][C:2]12[CH2:9][CH2:8][C:5]([C:10]([O:12][CH2:13][CH3:14])=[O:11])([CH2:6][CH2:7]1)[C:4](=[O:15])[CH2:3]2.[BH4-].[Na+]. (3) The reactants are: [NH2:1][C:2]1[CH:3]=[C:4]2[C:9](=[CH:10][CH:11]=1)[NH:8][C:7](=[O:12])[CH:6]=[CH:5]2.[N:13]([O-])=O.[Na+].O.O.Cl[Sn]Cl.[CH:22]1([C:27](=O)[CH2:28][C:29]#[N:30])[CH2:26][CH2:25][CH2:24][CH2:23]1. Given the product [NH2:30][C:29]1[N:1]([C:2]2[CH:3]=[C:4]3[C:9](=[CH:10][CH:11]=2)[NH:8][C:7](=[O:12])[CH:6]=[CH:5]3)[N:13]=[C:27]([CH:22]2[CH2:26][CH2:25][CH2:24][CH2:23]2)[CH:28]=1, predict the reactants needed to synthesize it. (4) Given the product [CH:39]1([NH:38][C:36](=[O:37])[CH:35]([OH:42])[CH:34]([NH:33][C:21]([C@H:16]2[CH2:17][CH2:18][C:19](=[O:20])[N:15]2[CH2:14][C:13]2[C:24]([C:28]([F:31])([F:29])[F:30])=[CH:25][CH:26]=[CH:27][C:12]=2[O:11][CH3:10])=[O:22])[CH2:43][C:44]2[CH:49]=[CH:48][CH:47]=[CH:46][CH:45]=2)[CH2:40][CH2:41]1, predict the reactants needed to synthesize it. The reactants are: CCN(C(C)C)C(C)C.[CH3:10][O:11][C:12]1[CH:27]=[CH:26][CH:25]=[C:24]([C:28]([F:31])([F:30])[F:29])[C:13]=1[CH2:14][N:15]1[C:19](=[O:20])[CH2:18][CH2:17][C@@H:16]1[C:21](O)=[O:22].Cl.[NH2:33][CH:34]([CH2:43][C:44]1[CH:49]=[CH:48][CH:47]=[CH:46][CH:45]=1)[CH:35]([OH:42])[C:36]([NH:38][CH:39]1[CH2:41][CH2:40]1)=[O:37].CN(C(ON1N=NC2C=CC=NC1=2)=[N+](C)C)C.F[P-](F)(F)(F)(F)F. (5) Given the product [F:1][C:2]1[CH:7]=[CH:6][C:5]([C:8]2[N:9]=[C:10]([CH:20]([CH3:22])[CH3:21])[NH:11][C:12]=2[C:13]2[CH:18]=[CH:17][CH:16]=[C:15]([CH3:19])[N:14]=2)=[CH:4][C:3]=1[C:33]1[CH:38]=[CH:37][C:36]([S:39]([F:42])(=[O:41])=[O:40])=[CH:35][CH:34]=1, predict the reactants needed to synthesize it. The reactants are: [F:1][C:2]1[CH:7]=[CH:6][C:5]([C:8]2[N:9]=[C:10]([CH:20]([CH3:22])[CH3:21])[NH:11][C:12]=2[C:13]2[CH:18]=[CH:17][CH:16]=[C:15]([CH3:19])[N:14]=2)=[CH:4][C:3]=1B1OC(C)(C)C(C)(C)O1.Br[C:33]1[CH:38]=[CH:37][C:36]([S:39]([F:42])(=[O:41])=[O:40])=[CH:35][CH:34]=1.C(=O)([O-])[O-].[Na+].[Na+].O. (6) Given the product [C:19]([C:16]1[CH:17]=[CH:18][C:13]([C:4]2[C:5]([C:7]3[CH:8]=[CH:9][N:10]=[CH:11][CH:12]=3)=[CH:6][N:2]([CH3:1])[N:3]=2)=[N:14][CH:15]=1)#[CH:20], predict the reactants needed to synthesize it. The reactants are: [CH3:1][N:2]1[CH:6]=[C:5]([C:7]2[CH:12]=[CH:11][N:10]=[CH:9][CH:8]=2)[C:4]([C:13]2[CH:18]=[CH:17][C:16]([C:19]#[C:20][Si](C)(C)C)=[CH:15][N:14]=2)=[N:3]1.CCCC[N+](CCCC)(CCCC)CCCC.[F-]. (7) Given the product [CH3:14][C:15]1[CH:16]=[C:17]([CH:21]=[CH:22][C:23]=1[CH3:24])[CH2:18][CH:2]1[C:9]2[CH:8]=[C:7]([C:10]([O:12][CH3:13])=[O:11])[NH:6][C:5]=2[CH2:4][CH2:3]1, predict the reactants needed to synthesize it. The reactants are: O=[C:2]1[C:9]2[CH:8]=[C:7]([C:10]([O:12][CH3:13])=[O:11])[NH:6][C:5]=2[CH2:4][CH2:3]1.[CH3:14][C:15]1[CH:16]=[C:17]([CH:21]=[CH:22][C:23]=1[CH3:24])[CH2:18][Mg]Cl.COC1C=C(C=CC=1OC)/C=C1\CCC2NC(C(OC)=O)=CC\1=2. (8) Given the product [Cl:3][C:4]1[C:5]([NH:14][S:16]([C:19]2[CH:20]=[C:21]([CH:26]=[CH:27][CH:28]=2)[C:22]([O:24][CH3:25])=[O:23])(=[O:18])=[O:17])=[N:6][CH:7]=[C:8]([C:10]([F:13])([F:11])[F:12])[CH:9]=1, predict the reactants needed to synthesize it. The reactants are: [H-].[Na+].[Cl:3][C:4]1[C:5]([NH2:14])=[N:6][CH:7]=[C:8]([C:10]([F:13])([F:12])[F:11])[CH:9]=1.Cl[S:16]([C:19]1[CH:20]=[C:21]([CH:26]=[CH:27][CH:28]=1)[C:22]([O:24][CH3:25])=[O:23])(=[O:18])=[O:17].Cl.